Dataset: Full USPTO retrosynthesis dataset with 1.9M reactions from patents (1976-2016). Task: Predict the reactants needed to synthesize the given product. Given the product [F:43][C:2]([F:1])([CH3:42])[C:3]([NH:5][C@@H:6]([CH3:41])[C@@H:7]([C:31]1[CH:40]=[CH:39][C:34]2[O:35][CH2:36][CH2:37][O:38][C:33]=2[CH:32]=1)[O:8][C:9]1[CH:10]=[C:11]2[C:15](=[CH:16][CH:17]=1)[N:14]([C:18]1[CH:19]=[C:20]([CH:28]=[CH:29][CH:30]=1)[C:21]([OH:23])=[O:22])[N:13]=[CH:12]2)=[O:4], predict the reactants needed to synthesize it. The reactants are: [F:1][C:2]([F:43])([CH3:42])[C:3]([NH:5][C@@H:6]([CH3:41])[C@@H:7]([C:31]1[CH:40]=[CH:39][C:34]2[O:35][CH2:36][CH2:37][O:38][C:33]=2[CH:32]=1)[O:8][C:9]1[CH:10]=[C:11]2[C:15](=[CH:16][CH:17]=1)[N:14]([C:18]1[CH:19]=[C:20]([CH:28]=[CH:29][CH:30]=1)[C:21]([O:23]CC(C)C)=[O:22])[N:13]=[CH:12]2)=[O:4].[OH-].[Na+].Cl.